From a dataset of NCI-60 drug combinations with 297,098 pairs across 59 cell lines. Regression. Given two drug SMILES strings and cell line genomic features, predict the synergy score measuring deviation from expected non-interaction effect. (1) Drug 1: CCN(CC)CCNC(=O)C1=C(NC(=C1C)C=C2C3=C(C=CC(=C3)F)NC2=O)C. Drug 2: C1=NNC2=C1C(=O)NC=N2. Cell line: NCI/ADR-RES. Synergy scores: CSS=-2.01, Synergy_ZIP=-0.235, Synergy_Bliss=-3.43, Synergy_Loewe=-1.79, Synergy_HSA=-4.76. (2) Drug 1: CCC1(C2=C(COC1=O)C(=O)N3CC4=CC5=C(C=CC(=C5CN(C)C)O)N=C4C3=C2)O.Cl. Drug 2: N.N.Cl[Pt+2]Cl. Cell line: HCT-15. Synergy scores: CSS=47.4, Synergy_ZIP=-9.68, Synergy_Bliss=-6.01, Synergy_Loewe=-1.14, Synergy_HSA=-0.0659. (3) Drug 1: CC1=C(N=C(N=C1N)C(CC(=O)N)NCC(C(=O)N)N)C(=O)NC(C(C2=CN=CN2)OC3C(C(C(C(O3)CO)O)O)OC4C(C(C(C(O4)CO)O)OC(=O)N)O)C(=O)NC(C)C(C(C)C(=O)NC(C(C)O)C(=O)NCCC5=NC(=CS5)C6=NC(=CS6)C(=O)NCCC[S+](C)C)O. Drug 2: CNC(=O)C1=NC=CC(=C1)OC2=CC=C(C=C2)NC(=O)NC3=CC(=C(C=C3)Cl)C(F)(F)F. Cell line: 786-0. Synergy scores: CSS=7.94, Synergy_ZIP=-1.84, Synergy_Bliss=3.50, Synergy_Loewe=-10.4, Synergy_HSA=0.190. (4) Drug 1: C1CCC(CC1)NC(=O)N(CCCl)N=O. Drug 2: CC(C)NC(=O)C1=CC=C(C=C1)CNNC.Cl. Cell line: HCT116. Synergy scores: CSS=10.5, Synergy_ZIP=1.30, Synergy_Bliss=1.11, Synergy_Loewe=-4.75, Synergy_HSA=0.627. (5) Drug 1: CC=C1C(=O)NC(C(=O)OC2CC(=O)NC(C(=O)NC(CSSCCC=C2)C(=O)N1)C(C)C)C(C)C. Drug 2: CS(=O)(=O)OCCCCOS(=O)(=O)C. Cell line: SF-295. Synergy scores: CSS=31.3, Synergy_ZIP=-1.60, Synergy_Bliss=-4.44, Synergy_Loewe=-4.86, Synergy_HSA=-3.63. (6) Drug 1: CN1C(=O)N2C=NC(=C2N=N1)C(=O)N. Drug 2: CC(C)NC(=O)C1=CC=C(C=C1)CNNC.Cl. Cell line: SNB-19. Synergy scores: CSS=-2.75, Synergy_ZIP=5.18, Synergy_Bliss=-0.795, Synergy_Loewe=-3.65, Synergy_HSA=-3.68.